Predict the reactants needed to synthesize the given product. From a dataset of Full USPTO retrosynthesis dataset with 1.9M reactions from patents (1976-2016). (1) Given the product [CH3:1][C:2]1[O:6][N:5]=[C:4]([C:7]2[CH:8]=[CH:9][CH:10]=[CH:11][CH:12]=2)[C:3]=1[CH2:13][O:14][C:15]1[CH:23]=[CH:22][C:18]([C:19]([NH:24][N:25]2[CH2:30][CH2:29][CH2:28][CH2:27][CH2:26]2)=[O:21])=[CH:17][N:16]=1, predict the reactants needed to synthesize it. The reactants are: [CH3:1][C:2]1[O:6][N:5]=[C:4]([C:7]2[CH:12]=[CH:11][CH:10]=[CH:9][CH:8]=2)[C:3]=1[CH2:13][O:14][C:15]1[CH:23]=[CH:22][C:18]([C:19]([OH:21])=O)=[CH:17][N:16]=1.[NH2:24][N:25]1[CH2:30][CH2:29][CH2:28][CH2:27][CH2:26]1. (2) Given the product [Cl:10][CH2:11][CH2:12][NH:13][C:14]([NH:8][CH:6]1[CH2:5][CH2:4][O:3][C:2]([CH3:9])([CH3:1])[CH2:7]1)=[O:15], predict the reactants needed to synthesize it. The reactants are: [CH3:1][C:2]1([CH3:9])[CH2:7][CH:6]([NH2:8])[CH2:5][CH2:4][O:3]1.[Cl:10][CH2:11][CH2:12][N:13]=[C:14]=[O:15]. (3) Given the product [Br:29][C:30]1[CH:37]=[CH:36][C:33]([CH:34]([C:7]2[C:6]3[C:11](=[CH:12][C:3]([O:2][CH3:1])=[CH:4][CH:5]=3)[N:10]=[CH:9][CH:8]=2)[OH:35])=[CH:32][CH:31]=1, predict the reactants needed to synthesize it. The reactants are: [CH3:1][O:2][C:3]1[CH:12]=[C:11]2[C:6]([C:7](S(C3C=CC=CC=3)=O)=[CH:8][CH:9]=[N:10]2)=[CH:5][CH:4]=1.C1([Mg]Br)C=CC=CC=1.[Br:29][C:30]1[CH:37]=[CH:36][C:33]([CH:34]=[O:35])=[CH:32][CH:31]=1.[NH4+].[Cl-]. (4) Given the product [N:1]1[C:2]2[N:9]=[CH:8][CH:7]=[CH:6][C:3]=2[CH:4]=[N:10][C:11]=1[OH:12], predict the reactants needed to synthesize it. The reactants are: [NH2:1][C:2]1[N:9]=[CH:8][CH:7]=[CH:6][C:3]=1[CH:4]=O.[NH2:10][C:11](N)=[O:12]. (5) The reactants are: [CH3:1][O:2][C:3](=[O:19])[C:4]1[CH:13]=[C:12]([O:14][CH:15]([CH3:17])[CH3:16])[CH:11]=[C:6]([C:7]([O:9][CH3:10])=[O:8])[C:5]=1[CH3:18].C1C(=O)N([Br:27])C(=O)C1.CC(N=NC(C#N)(C)C)(C#N)C. Given the product [CH3:10][O:9][C:7](=[O:8])[C:6]1[CH:11]=[C:12]([O:14][CH:15]([CH3:16])[CH3:17])[CH:13]=[C:4]([C:3]([O:2][CH3:1])=[O:19])[C:5]=1[CH2:18][Br:27], predict the reactants needed to synthesize it. (6) Given the product [CH3:1][O:2][C:3](=[O:11])[C:4]1[CH:9]=[CH:8][C:7]([N:22]2[CH2:23][CH2:24][N:19]([CH2:12][C:13]3[CH:14]=[CH:15][CH:16]=[CH:17][CH:18]=3)[CH2:20][CH2:21]2)=[CH:6][CH:5]=1, predict the reactants needed to synthesize it. The reactants are: [CH3:1][O:2][C:3](=[O:11])[C:4]1[CH:9]=[CH:8][C:7](F)=[CH:6][CH:5]=1.[CH2:12]([N:19]1[CH2:24][CH2:23][NH:22][CH2:21][CH2:20]1)[C:13]1[CH:18]=[CH:17][CH:16]=[CH:15][CH:14]=1.C(=O)([O-])[O-].[K+].[K+].